Dataset: Peptide-MHC class I binding affinity with 185,985 pairs from IEDB/IMGT. Task: Regression. Given a peptide amino acid sequence and an MHC pseudo amino acid sequence, predict their binding affinity value. This is MHC class I binding data. (1) The peptide sequence is KASTISWMMK. The MHC is HLA-A33:01 with pseudo-sequence HLA-A33:01. The binding affinity (normalized) is 0. (2) The binding affinity (normalized) is 0.949. The MHC is HLA-A69:01 with pseudo-sequence HLA-A69:01. The peptide sequence is EVADRVIFM. (3) The peptide sequence is SFKDQSKYCH. The MHC is HLA-A03:01 with pseudo-sequence HLA-A03:01. The binding affinity (normalized) is 0. (4) The peptide sequence is LLFASMGFK. The MHC is HLA-A02:02 with pseudo-sequence HLA-A02:02. The binding affinity (normalized) is 0.475. (5) The peptide sequence is RQYERYTAL. The binding affinity (normalized) is 0.625. The MHC is BoLA-T2b with pseudo-sequence BoLA-T2b. (6) The peptide sequence is KAKEMNALS. The MHC is HLA-A30:01 with pseudo-sequence HLA-A30:01. The binding affinity (normalized) is 0.637. (7) The peptide sequence is AGISSEATTPV. The MHC is Mamu-A02 with pseudo-sequence Mamu-A02. The binding affinity (normalized) is 0.300.